From a dataset of Forward reaction prediction with 1.9M reactions from USPTO patents (1976-2016). Predict the product of the given reaction. (1) Given the reactants [Na+].[CH:2]1([C:8]([O-:10])=[O:9])[CH2:7][CH2:6][CH2:5][CH2:4][CH2:3]1.Br[CH2:12][CH2:13][CH3:14], predict the reaction product. The product is: [CH2:12]([O:9][C:8]([CH:2]1[CH2:7][CH2:6][CH2:5][CH2:4][CH2:3]1)=[O:10])[CH2:13][CH3:14]. (2) Given the reactants [NH2:1][C:2]1[CH:3]=[C:4]([CH:8]=[C:9](Br)[CH:10]=1)[C:5]([OH:7])=[O:6].[CH3:12][O:13][C:14]1[C:19]([O:20][CH3:21])=[C:18](B(O)O)[CH:17]=[CH:16][N:15]=1.C(=O)([O-])[O-].[K+].[K+], predict the reaction product. The product is: [NH2:1][C:2]1[CH:3]=[C:4]([CH:8]=[C:9]([C:18]2[CH:17]=[CH:16][N:15]=[C:14]([O:13][CH3:12])[C:19]=2[O:20][CH3:21])[CH:10]=1)[C:5]([OH:7])=[O:6]. (3) Given the reactants Cl[CH2:2][CH2:3][C:4]1[CH:5]=[C:6]2[C:10](=[CH:11][CH:12]=1)[CH2:9][C@@H:8]([NH:13][C:14](=[O:16])[CH3:15])[CH2:7]2.C([O-])([O-])=O.[Na+].[Na+].Cl.[N:24]1([C:30]2[C:34]3[CH:35]=[CH:36][CH:37]=[CH:38][C:33]=3[S:32][N:31]=2)[CH2:29][CH2:28][NH:27][CH2:26][CH2:25]1, predict the reaction product. The product is: [S:32]1[C:33]2[CH:38]=[CH:37][CH:36]=[CH:35][C:34]=2[C:30]([N:24]2[CH2:25][CH2:26][N:27]([CH2:2][CH2:3][C:4]3[CH:5]=[C:6]4[C:10](=[CH:11][CH:12]=3)[CH2:9][C@@H:8]([NH:13][C:14](=[O:16])[CH3:15])[CH2:7]4)[CH2:28][CH2:29]2)=[N:31]1. (4) Given the reactants [C:1]([C:4]1[CH:9]=[C:8]([Br:10])[CH:7]=[CH:6][C:5]=1[OH:11])(=[O:3])[CH3:2].[O:12]1[CH2:17][CH2:16][CH2:15][C:14](=O)[CH2:13]1.N1CCC[CH2:20]1, predict the reaction product. The product is: [Br:10][C:8]1[CH:9]=[C:4]2[C:5](=[CH:6][C:7]=1[CH3:20])[O:11][C:14]1([CH2:15][CH2:16][CH2:17][O:12][CH2:13]1)[CH2:2][C:1]2=[O:3].